Dataset: Forward reaction prediction with 1.9M reactions from USPTO patents (1976-2016). Task: Predict the product of the given reaction. (1) Given the reactants [C:1]([O:5][C:6](=[O:23])[NH:7][C:8]1[CH:13]=[C:12]([O:14][CH2:15][CH2:16][CH3:17])[C:11]([C:18]([F:21])([F:20])[F:19])=[CH:10][C:9]=1[NH2:22])([CH3:4])([CH3:3])[CH3:2].C([O:28][C:29](=O)[CH2:30][C:31](=[O:44])[C:32]1[CH:37]=[CH:36][CH:35]=[C:34]([C:38]2[CH:39]=[N:40][CH:41]=[CH:42][CH:43]=2)[CH:33]=1)(C)(C)C, predict the reaction product. The product is: [C:1]([O:5][C:6](=[O:23])[NH:7][C:8]1[CH:13]=[C:12]([O:14][CH2:15][CH2:16][CH3:17])[C:11]([C:18]([F:21])([F:20])[F:19])=[CH:10][C:9]=1[NH:22][C:29](=[O:28])[CH2:30][C:31](=[O:44])[C:32]1[CH:37]=[CH:36][CH:35]=[C:34]([C:38]2[CH:39]=[N:40][CH:41]=[CH:42][CH:43]=2)[CH:33]=1)([CH3:2])([CH3:3])[CH3:4]. (2) Given the reactants [Br:1]Br.[C:3]([C:6]1[S:7][CH:8]=[C:9]([C:20]([O:22][CH3:23])=[O:21])[C:10]=1[O:11][C:12](=[O:19])[C:13]1[CH:18]=[CH:17][CH:16]=[CH:15][CH:14]=1)(=[O:5])[CH3:4], predict the reaction product. The product is: [Br:1][CH2:4][C:3]([C:6]1[S:7][CH:8]=[C:9]([C:20]([O:22][CH3:23])=[O:21])[C:10]=1[O:11][C:12](=[O:19])[C:13]1[CH:18]=[CH:17][CH:16]=[CH:15][CH:14]=1)=[O:5].